Task: Regression. Given two drug SMILES strings and cell line genomic features, predict the synergy score measuring deviation from expected non-interaction effect.. Dataset: NCI-60 drug combinations with 297,098 pairs across 59 cell lines (1) Drug 1: C1CCC(C1)C(CC#N)N2C=C(C=N2)C3=C4C=CNC4=NC=N3. Drug 2: CCC1(CC2CC(C3=C(CCN(C2)C1)C4=CC=CC=C4N3)(C5=C(C=C6C(=C5)C78CCN9C7C(C=CC9)(C(C(C8N6C)(C(=O)OC)O)OC(=O)C)CC)OC)C(=O)OC)O.OS(=O)(=O)O. Cell line: SK-MEL-5. Synergy scores: CSS=37.4, Synergy_ZIP=8.24, Synergy_Bliss=7.35, Synergy_Loewe=-83.2, Synergy_HSA=-6.65. (2) Drug 1: CS(=O)(=O)C1=CC(=C(C=C1)C(=O)NC2=CC(=C(C=C2)Cl)C3=CC=CC=N3)Cl. Drug 2: CCCCC(=O)OCC(=O)C1(CC(C2=C(C1)C(=C3C(=C2O)C(=O)C4=C(C3=O)C=CC=C4OC)O)OC5CC(C(C(O5)C)O)NC(=O)C(F)(F)F)O. Cell line: HT29. Synergy scores: CSS=-3.48, Synergy_ZIP=0.523, Synergy_Bliss=-1.54, Synergy_Loewe=-5.73, Synergy_HSA=-5.81. (3) Drug 1: C1CN1C2=NC(=NC(=N2)N3CC3)N4CC4. Drug 2: CN(C)N=NC1=C(NC=N1)C(=O)N. Cell line: UACC62. Synergy scores: CSS=29.2, Synergy_ZIP=-2.96, Synergy_Bliss=0.196, Synergy_Loewe=-12.2, Synergy_HSA=1.76.